Dataset: Catalyst prediction with 721,799 reactions and 888 catalyst types from USPTO. Task: Predict which catalyst facilitates the given reaction. (1) Reactant: [CH2:1]([CH:8]1[CH2:13][CH2:12][N:11]([CH:14]([CH3:21])[CH2:15][C:16](OCC)=[O:17])[CH2:10][CH2:9]1)[C:2]1[CH:7]=[CH:6][CH:5]=[CH:4][CH:3]=1.[H-].[H-].[H-].[H-].[Li+].[Al+3]. Product: [CH2:1]([CH:8]1[CH2:9][CH2:10][N:11]([CH:14]([CH3:21])[CH2:15][CH2:16][OH:17])[CH2:12][CH2:13]1)[C:2]1[CH:7]=[CH:6][CH:5]=[CH:4][CH:3]=1. The catalyst class is: 1. (2) The catalyst class is: 1. Product: [F:1][C:2]([F:19])([F:18])[C:3]([NH:5][CH2:6][C:7]1[C:8]([F:17])=[CH:9][C:10]([Cl:16])=[C:11]([CH:15]=1)[C:12]([NH2:26])=[O:13])=[O:4]. Reactant: [F:1][C:2]([F:19])([F:18])[C:3]([NH:5][CH2:6][C:7]1[C:8]([F:17])=[CH:9][C:10]([Cl:16])=[C:11]([CH:15]=1)[C:12](O)=[O:13])=[O:4].C(Cl)(=O)C(Cl)=O.[NH3:26]. (3) Reactant: [C:1]([NH:5][C:6]1[C:15]2[C:10](=[C:11]([NH2:16])[CH:12]=[CH:13][CH:14]=2)[N:9]=[CH:8][N:7]=1)([CH3:4])([CH3:3])[CH3:2].[Cl:17][C:18]1[C:23]([C:24](O)=[O:25])=[C:22]([F:27])[C:21]([CH2:28][NH:29][C:30](=[O:35])[C:31]([CH3:34])([CH3:33])[CH3:32])=[CH:20][CH:19]=1.C(Cl)(=O)C(Cl)=O.CCN(C(C)C)C(C)C. Product: [C:1]([NH:5][C:6]1[C:15]2[C:10](=[C:11]([NH:16][C:24](=[O:25])[C:23]3[C:18]([Cl:17])=[CH:19][CH:20]=[C:21]([CH2:28][NH:29][C:30](=[O:35])[C:31]([CH3:32])([CH3:33])[CH3:34])[C:22]=3[F:27])[CH:12]=[CH:13][CH:14]=2)[N:9]=[CH:8][N:7]=1)([CH3:4])([CH3:2])[CH3:3]. The catalyst class is: 85. (4) Reactant: Br[C:2]1[N:6]([S:7]([C:10]2[CH:11]=[N:12][CH:13]=[CH:14][CH:15]=2)(=[O:9])=[O:8])[CH:5]=[C:4]([CH2:16][N:17]([CH3:25])[C:18](=[O:24])[O:19][C:20]([CH3:23])([CH3:22])[CH3:21])[CH:3]=1.[CH3:26][C:27]1[CH:32]=[CH:31][N:30]=[CH:29][C:28]=1B(O)O.C(=O)([O-])O.[Na+].COCCOC. Product: [CH3:25][N:17]([CH2:16][C:4]1[CH:3]=[C:2]([C:28]2[CH:29]=[N:30][CH:31]=[CH:32][C:27]=2[CH3:26])[N:6]([S:7]([C:10]2[CH:11]=[N:12][CH:13]=[CH:14][CH:15]=2)(=[O:9])=[O:8])[CH:5]=1)[C:18](=[O:24])[O:19][C:20]([CH3:23])([CH3:22])[CH3:21]. The catalyst class is: 103. (5) Reactant: [CH3:1][O:2][C:3](=[O:24])[CH2:4][O:5][C:6]1[CH:11]=[CH:10][CH:9]=[CH:8][C:7]=1[N:12]([C:14](=[O:23])[C:15]1[CH:20]=[CH:19][C:18]([Cl:21])=[C:17](Br)[CH:16]=1)[CH3:13].[B:25]1([B:25]2[O:29][C:28]([CH3:31])([CH3:30])[C:27]([CH3:33])([CH3:32])[O:26]2)[O:29][C:28]([CH3:31])([CH3:30])[C:27]([CH3:33])([CH3:32])[O:26]1.C([O-])(=O)C.[K+]. Product: [CH3:1][O:2][C:3](=[O:24])[CH2:4][O:5][C:6]1[CH:11]=[CH:10][CH:9]=[CH:8][C:7]=1[N:12]([C:14](=[O:23])[C:15]1[CH:20]=[CH:19][C:18]([Cl:21])=[C:17]([B:25]2[O:29][C:28]([CH3:31])([CH3:30])[C:27]([CH3:33])([CH3:32])[O:26]2)[CH:16]=1)[CH3:13]. The catalyst class is: 75. (6) Reactant: [NH2:1][C:2]1[CH:9]=[C:8]([Cl:10])[C:5]([C:6]#[N:7])=[C:4]([Cl:11])[CH:3]=1.[C:12](Cl)(Cl)=[S:13].C(N(CC)CC)C. Product: [Cl:11][C:4]1[CH:3]=[C:2]([N:1]=[C:12]=[S:13])[CH:9]=[C:8]([Cl:10])[C:5]=1[C:6]#[N:7]. The catalyst class is: 48. (7) Reactant: Br[CH2:2][CH:3]1[CH2:5][CH2:4]1.C([O-])([O-])=O.[K+].[K+].C(NC(=O)[O-])C.[OH:18][C:19]1[CH:20]=[CH:21][C:22]2[CH:23]([CH3:31])[CH:24]3[CH2:28][NH:27][CH2:26][CH:25]3[C:29]=2[CH:30]=1.C(Cl)[Cl:33]. Product: [CH:5]1([CH2:4][O:18][C:19]2[C:20]([Cl:33])=[CH:21][C:22]3[CH:23]([CH3:31])[CH:24]4[CH2:28][NH:27][CH2:26][CH:25]4[C:29]=3[CH:30]=2)[CH2:3][CH2:2]1. The catalyst class is: 144. (8) Reactant: [Cl:1][C:2]1[N:10]=[C:9]2[C:5]([N:6]=[CH:7][N:8]2[CH:11]2[CH2:16][CH2:15][CH2:14][CH2:13][O:12]2)=[C:4]([N:17]2[CH2:22][CH2:21][O:20][CH2:19][CH2:18]2)[N:3]=1.C([Li])CCC.[CH3:28][C:29]([CH3:31])=[O:30]. Product: [Cl:1][C:2]1[N:10]=[C:9]2[C:5]([N:6]=[C:7]([C:29]([OH:30])([CH3:31])[CH3:28])[N:8]2[CH:11]2[CH2:16][CH2:15][CH2:14][CH2:13][O:12]2)=[C:4]([N:17]2[CH2:22][CH2:21][O:20][CH2:19][CH2:18]2)[N:3]=1. The catalyst class is: 1. (9) Reactant: C(OC(=O)[NH:7][C:8]1[CH:13]=[CH:12][CH:11]=[C:10]([C:14](=[O:27])[NH:15][CH2:16][C:17]2[C:26]3[C:21](=[CH:22][CH:23]=[CH:24][CH:25]=3)[CH:20]=[CH:19][CH:18]=2)[CH:9]=1)(C)(C)C. Product: [NH2:7][C:8]1[CH:9]=[C:10]([CH:11]=[CH:12][CH:13]=1)[C:14]([NH:15][CH2:16][C:17]1[C:26]2[C:21](=[CH:22][CH:23]=[CH:24][CH:25]=2)[CH:20]=[CH:19][CH:18]=1)=[O:27]. The catalyst class is: 67. (10) Reactant: C([N:8](CC1C=CC=CC=1)[C@H:9]([C:15](=[O:19])[CH:16]([CH3:18])[CH3:17])[C:10]([O:12][CH2:13][CH3:14])=[O:11])C1C=CC=CC=1.[C:35](O[C:35]([O:37][C:38]([CH3:41])([CH3:40])[CH3:39])=[O:36])([O:37][C:38]([CH3:41])([CH3:40])[CH3:39])=[O:36]. Product: [C:38]([O:37][C:35]([NH:8][C@H:9]([C:15](=[O:19])[CH:16]([CH3:18])[CH3:17])[C:10]([O:12][CH2:13][CH3:14])=[O:11])=[O:36])([CH3:39])([CH3:40])[CH3:41]. The catalyst class is: 320.